Dataset: Full USPTO retrosynthesis dataset with 1.9M reactions from patents (1976-2016). Task: Predict the reactants needed to synthesize the given product. (1) The reactants are: [F:1][C:2]([F:16])([F:15])[C:3]1[CH:8]=[CH:7][C:6]([C:9]2[N:10]=[C:11]([NH2:14])[S:12][CH:13]=2)=[CH:5][CH:4]=1.[CH3:17][O:18][C:19](=[O:35])[C:20]([O:23][C:24]1[CH:29]=[CH:28][C:27]([O:30][CH2:31][CH2:32]Br)=[CH:26][C:25]=1[CH3:34])([CH3:22])[CH3:21].C(=O)([O-])[O-].[K+].[K+]. Given the product [CH3:17][O:18][C:19](=[O:35])[C:20]([CH3:22])([O:23][C:24]1[CH:29]=[CH:28][C:27]([O:30][CH2:31][CH2:32][NH:14][C:11]2[S:12][CH:13]=[C:9]([C:6]3[CH:5]=[CH:4][C:3]([C:2]([F:1])([F:15])[F:16])=[CH:8][CH:7]=3)[N:10]=2)=[CH:26][C:25]=1[CH3:34])[CH3:21], predict the reactants needed to synthesize it. (2) Given the product [CH2:27]([N:29]([CH2:33][CH3:34])[C:30](=[O:31])[O:26][CH:23]1[CH2:22][CH2:21][N:20]([C:17]2[S:16][C:15](/[CH:14]=[C:11](\[C:12]#[N:13])/[C:5]3[CH:6]=[CH:7][C:8]([O:9][CH3:10])=[C:3]([O:2][CH3:1])[CH:4]=3)=[CH:19][CH:18]=2)[CH2:25][CH2:24]1)[CH3:28], predict the reactants needed to synthesize it. The reactants are: [CH3:1][O:2][C:3]1[CH:4]=[C:5](/[C:11](=[CH:14]/[C:15]2[S:16][C:17]([N:20]3[CH2:25][CH2:24][CH:23]([OH:26])[CH2:22][CH2:21]3)=[CH:18][CH:19]=2)/[C:12]#[N:13])[CH:6]=[CH:7][C:8]=1[O:9][CH3:10].[CH2:27]([N:29]([CH2:33][CH3:34])[C:30](Cl)=[O:31])[CH3:28].CO. (3) Given the product [CH3:1][CH:2]1[CH2:3][N:4]([C:9]2[CH:10]=[CH:11][C:12]3[O:13][CH2:14][C:15](=[O:19])[NH:16][C:17]=3[N:18]=2)[CH2:5][CH2:6][O:7]1, predict the reactants needed to synthesize it. The reactants are: [CH3:1][CH:2]1[O:7][CH2:6][CH2:5][NH:4][CH2:3]1.Br[C:9]1[CH:10]=[CH:11][C:12]2[O:13][CH2:14][C:15](=[O:19])[NH:16][C:17]=2[N:18]=1. (4) Given the product [C:1]([S:5][C:6]1[C:14]2[C:9](=[CH:10][CH:11]=[C:12]([O:15][CH2:16][C:17]3[CH:22]=[CH:21][CH:20]=[CH:19][N:18]=3)[CH:13]=2)[N:8]([CH3:23])[C:7]=1[CH2:31][C:32]([CH3:34])([OH:35])[CH3:33])([CH3:4])([CH3:3])[CH3:2], predict the reactants needed to synthesize it. The reactants are: [C:1]([S:5][C:6]1[C:14]2[C:9](=[CH:10][CH:11]=[C:12]([O:15][CH2:16][C:17]3[CH:22]=[CH:21][CH:20]=[CH:19][N:18]=3)[CH:13]=2)[N:8]([CH2:23]C2CN(C(=O)C)C2)[C:7]=1[CH2:31][C:32]([OH:35])([CH3:34])[CH3:33])([CH3:4])([CH3:3])[CH3:2].C(SC1C2C(=CC=C(OCC3C=CC=CN=3)C=2)N(CC2CC2)C=1CC(C)(O)C)(C)(C)C.C(SC1C2C(=CC=C(OCC3C=CC=CN=3)C=2)N(CC2CCC2)C=1CC(C)(O)C)(C)(C)C.C(SC1C2C(=CC=C(OCC3C=CC=CN=3)C=2)N(CC2C=CC(C(NC3CC3)=O)=CC=2)C=1CC(O)(C)C)(C)(C)C.C(SC1C2C(=CC=C(OCC3C=CC=CN=3)C=2)N(CC2C=CC(C(NCCO)=O)=CC=2)C=1CC(O)(C)C)(C)(C)C.C(SC1C2C(=CC=C(OCC3C=CC=CN=3)C=2)N(CC(N)=O)C=1CC(O)(C)C)(C)(C)C.